This data is from Experimentally validated miRNA-target interactions with 360,000+ pairs, plus equal number of negative samples. The task is: Binary Classification. Given a miRNA mature sequence and a target amino acid sequence, predict their likelihood of interaction. (1) The miRNA is hsa-miR-7162-5p with sequence UGCUUCCUUUCUCAGCUG. The protein sequence of the target gene is MILLEVNNRIIEETLALKFENAAAGNKPEAVEVTFADFDGVLYHISNPNGDKTKVMVSISLKFYKELQAHGADELLKRVYGSFLVNPESGYNVSLLYDLENLPASKDSIVHQAGMLKRNCFASVFEKYFQFQEEGKEGENRAVIHYRDDETMYVESKKDRVTVVFSTVFKDDDDVVIGKVFMQEFKEGRRASHTAPQVLFSHREPPLELKDTDAAVGDNIGYITFVLFPRHTNASARDNTINLIHTFRDYLHYHIKCSKAYIHTRMRAKTSDFLKVLNRARPDAEKKEMKTITGKTFSSR.... Result: 1 (interaction). (2) The miRNA is hsa-miR-6778-3p with sequence UGCCUCCCUGACAUUCCACAG. The protein sequence of the target gene is MAGAAPTTAFGQAVIGPPGSGKTTYCLGMSEFLRALGRRVAVVNLDPANEGLPYECAVDVGELVGLGDVMDALRLGPNGGLLYCMEYLEANLDWLRAKLDPLRGHYFLFDCPGQVELCTHHGALRSIFSQMAQWDLRLTAVHLVDSHYCTDPAKFISVLCTSLATMLHVELPHINLLSKMDLIEHYGKLAFNLDYYTEVLDLSYLLDHLASDPFFRHYRQLNEKLVQLIEDYSLVSFIPLNIQDKESIQRVLQAVDKANGYCFRAQEQRSLEAMMSAAMGADFHFSSTLGIQEKYLAPSN.... Result: 1 (interaction). (3) The miRNA is hsa-miR-3183 with sequence GCCUCUCUCGGAGUCGCUCGGA. The protein sequence of the target gene is MAAVGRVGSFGSSPPGLASTYASGPLANELASGSGGPAAGDDEDGQNLWSCILSEVSTRSRSKLPTGKNVLLLGEDGAGKTSLIRRIQGIEEYKKGRGLEYLYLNVHDEDRDDQTRCNVWILDGDLYHKGLLKFSLDALSLRDTLVMLVVDMSKPWTALDSLQKWASVVREHVDKLKIPPEEMKEMEQKLIRDFQEYVEPGEDFPASPQRRTTGAQEDRGDSVVLPLGADTLTHNLGLPVLVVCTKCDAISVLEKEHDYRDEHFDFIQSHIRKFCLQYGAALIYTSVKENKNIDLVYKYI.... Result: 0 (no interaction). (4) The miRNA is hsa-miR-6073 with sequence GGUAGUGAGUUAUCAGCUAC. The protein sequence of the target gene is MVDVGKWPIFTLLSPQEIASIRKACVFGTSASEALYVTDNDEVFVFGLNYSNCLGTGDNQSTLVPKKLEGLCGKKIKSLSYGSGPHVLLSTEDGVVYAWGHNGYSQLGNGTTNQGIAPVQVCTNLLIKQVVEVACGSHHSMALAADGEVFAWGYNNCGQVGSGSTANQPTPRKVTNCLHIKRVVGIACGQTSSMAVLDNGEVYGWGYNGNGQLGLGNNGNQLTPVRVAALHSVCVNQIVCGYAHTLALTDEGLLYAWGANTYGQLGTGNKNNLLSPAHIMVEKERVVEIAACHSAHTSAA.... Result: 0 (no interaction). (5) The miRNA is rno-miR-221-3p with sequence AGCUACAUUGUCUGCUGGGUUUC. The protein sequence of the target gene is MKFNAAHYLLPLLPALVLSTRQDYEELEKQLKEVFKERSTVLRQLTKTSRELDGIKVNLQSLKNDEQSSKTDVQKLLELGQRQREEMKSLQEALQNQLKETSEKAEKHQATINFLKTEVERKSKMIRDLQNENKSLKNKLLSGSKLCGIHAEESKKIQAQLKELRYGKKDLLFKAQQLTELEQKLAVAKNELEKAALDRESQMKAMKETVQLCLSSVFRDQPPPLSLMPSNPTQMLHPPRTVASRIPEARTKSKPQPSSPGHHDSSQVQATKEESRRPSVCGPQDEGSSCLVKHEEGPQS.... Result: 0 (no interaction).